Dataset: Full USPTO retrosynthesis dataset with 1.9M reactions from patents (1976-2016). Task: Predict the reactants needed to synthesize the given product. Given the product [C:1]([NH:4][C:5]([CH2:16][CH2:17][C:18]1[CH:23]=[CH:22][C:21]([O:24][C:25]2[CH:26]=[CH:27][C:28]([C:31]3[N:43]=[C:34]([CH2:35][CH2:36][CH3:37])[O:33][CH:32]=3)=[CH:29][CH:30]=2)=[CH:20][CH:19]=1)([C:11]([O:13][CH2:14][CH3:15])=[O:12])[C:6]([O:8][CH2:9][CH3:10])=[O:7])(=[O:3])[CH3:2], predict the reactants needed to synthesize it. The reactants are: [C:1]([NH:4][C:5]([CH2:16][CH2:17][C:18]1[CH:23]=[CH:22][C:21]([O:24][C:25]2[CH:30]=[CH:29][C:28]([C:31](=O)[CH2:32][O:33][C:34](=O)[CH2:35][CH2:36][CH3:37])=[CH:27][CH:26]=2)=[CH:20][CH:19]=1)([C:11]([O:13][CH2:14][CH3:15])=[O:12])[C:6]([O:8][CH2:9][CH3:10])=[O:7])(=[O:3])[CH3:2].C([NH2:43])(=O)C.B(F)(F)F.CCOCC.